Task: Predict which catalyst facilitates the given reaction.. Dataset: Catalyst prediction with 721,799 reactions and 888 catalyst types from USPTO (1) Reactant: [NH2:1][C:2]1[CH:7]=[CH:6][C:5]([S:8][C:9]2[C:18]3[C:13](=[CH:14][CH:15]=[CH:16][CH:17]=3)[NH:12]/[C:11](=[C:19]3/[C:20]([CH2:25][CH2:26][CH3:27])=[N:21][NH:22][C:23]/3=[O:24])/[CH:10]=2)=[CH:4][CH:3]=1.[S:28]1[CH:32]=[CH:31][CH:30]=[C:29]1[C:33](Cl)=[O:34]. Product: [O:24]=[C:23]1[NH:22][N:21]=[C:20]([CH2:25][CH2:26][CH3:27])/[C:19]/1=[C:11]1/[NH:12][C:13]2[C:18]([C:9]([S:8][C:5]3[CH:4]=[CH:3][C:2]([NH:1][C:33]([C:29]4[S:28][CH:32]=[CH:31][CH:30]=4)=[O:34])=[CH:7][CH:6]=3)=[CH:10]/1)=[CH:17][CH:16]=[CH:15][CH:14]=2. The catalyst class is: 1. (2) Reactant: O[CH2:2][C:3]1[N:4]=[C:5]([NH:8][C:9](=[O:15])[O:10][C:11]([CH3:14])([CH3:13])[CH3:12])[S:6][CH:7]=1.C(N(S(F)(F)[F:22])CC)C.C(=O)(O)[O-].[Na+]. Product: [F:22][CH2:2][C:3]1[N:4]=[C:5]([NH:8][C:9](=[O:15])[O:10][C:11]([CH3:14])([CH3:13])[CH3:12])[S:6][CH:7]=1. The catalyst class is: 4. (3) Reactant: [S:1]1[CH:5]=[CH:4][CH:3]=[C:2]1[C:6]([NH2:38])(C(OC(C)(C)C)=O)[CH2:7][CH2:8][N:9]1[CH2:14][CH2:13][CH:12]([N:15]([CH2:29][CH3:30])[C:16](=[O:28])[CH2:17][C:18]2[CH:23]=[CH:22][C:21]([S:24]([CH3:27])(=[O:26])=[O:25])=[CH:20][CH:19]=2)[CH2:11][CH2:10]1. Product: [S:1]1[CH:5]=[CH:4][CH:3]=[C:2]1[CH:6]([NH2:38])[CH2:7][CH2:8][N:9]1[CH2:14][CH2:13][CH:12]([N:15]([CH2:29][CH3:30])[C:16](=[O:28])[CH2:17][C:18]2[CH:19]=[CH:20][C:21]([S:24]([CH3:27])(=[O:25])=[O:26])=[CH:22][CH:23]=2)[CH2:11][CH2:10]1. The catalyst class is: 617.